Dataset: Catalyst prediction with 721,799 reactions and 888 catalyst types from USPTO. Task: Predict which catalyst facilitates the given reaction. Reactant: [Cl:1][C:2]1[CH:3]=[C:4]([C:10]2[C:14]([C:15]([OH:17])=O)=[CH:13][O:12][N:11]=2)[CH:5]=[CH:6][C:7]=1[O:8][CH3:9].C(N(C(C)C)C(C)C)C.CN(C(ON1N=NC2C=CC=CC1=2)=[N+](C)C)C.[B-](F)(F)(F)F.Cl.[F:50][C:51]1[CH:56]=[CH:55][C:54]([C:57]2([OH:62])[CH2:61][CH2:60][NH:59][CH2:58]2)=[CH:53][C:52]=1[CH3:63]. Product: [Cl:1][C:2]1[CH:3]=[C:4]([C:10]2[C:14]([C:15]([N:59]3[CH2:60][CH2:61][C:57]([C:54]4[CH:55]=[CH:56][C:51]([F:50])=[C:52]([CH3:63])[CH:53]=4)([OH:62])[CH2:58]3)=[O:17])=[CH:13][O:12][N:11]=2)[CH:5]=[CH:6][C:7]=1[O:8][CH3:9]. The catalyst class is: 3.